Predict the reactants needed to synthesize the given product. From a dataset of Full USPTO retrosynthesis dataset with 1.9M reactions from patents (1976-2016). (1) Given the product [CH3:53][N:61]([CH2:46][CH2:45][CH2:44][NH:41][CH:2]([CH2:3][C:4]([O:6][CH2:7][CH2:8][C:9]([F:21])([F:20])[C:10]([F:18])([F:19])[C:11]([F:17])([F:16])[C:12]([F:15])([F:14])[F:13])=[O:5])[C:1]([O:23][CH2:24][CH2:25][C:26]([F:37])([F:38])[C:27]([F:35])([F:36])[C:28]([F:33])([F:34])[C:29]([F:32])([F:31])[F:30])=[O:22])[CH3:59], predict the reactants needed to synthesize it. The reactants are: [C:1]([O:23][CH2:24][CH2:25][C:26]([F:38])([F:37])[C:27]([F:36])([F:35])[C:28]([F:34])([F:33])[C:29]([F:32])([F:31])[F:30])(=[O:22])/[CH:2]=[CH:3]\[C:4]([O:6][CH2:7][CH2:8][C:9]([F:21])([F:20])[C:10]([F:19])([F:18])[C:11]([F:17])([F:16])[C:12]([F:15])([F:14])[F:13])=[O:5].CN[N:41]([CH2:44][CH2:45][CH3:46])NC.C(=O)([O-])[O-].[K+].[K+].[C:53](OCC)(=O)C.[C:59](#[N:61])C. (2) Given the product [CH2:21]([N:22]([CH2:25][CH3:26])[CH2:23][CH2:24][C:1]1([C:6]([O:8][CH3:9])=[O:7])[CH2:5][CH2:4][CH2:3][CH2:2]1)[CH3:20], predict the reactants needed to synthesize it. The reactants are: [CH:1]1([C:6]([O:8][CH3:9])=[O:7])[CH2:5][CH2:4][CH2:3][CH2:2]1.[Li+].CC([N-]C(C)C)C.Br.Br[CH2:20][CH2:21][N:22]([CH2:25][CH3:26])[CH2:23][CH3:24]. (3) Given the product [CH:44]1([S:49][C:31]2[CH:30]=[C:29]([CH2:28][CH2:27][CH2:26][CH2:25][O:24][CH2:23][CH2:22][CH2:21][CH2:20][CH2:19][CH2:18][N:14]3[CH2:13][C@@H:12]([C:10]4[CH:9]=[CH:8][C:6]5[O:7][C:2]([CH3:1])([CH3:36])[O:3][CH2:4][C:5]=5[CH:11]=4)[O:16][C:15]3=[O:17])[CH:34]=[CH:33][CH:32]=2)[CH2:48][CH2:47][CH2:46][CH2:45]1, predict the reactants needed to synthesize it. The reactants are: [CH3:1][C:2]1([CH3:36])[O:7][C:6]2[CH:8]=[CH:9][C:10]([C@H:12]3[O:16][C:15](=[O:17])[N:14]([CH2:18][CH2:19][CH2:20][CH2:21][CH2:22][CH2:23][O:24][CH2:25][CH2:26][CH2:27][CH2:28][C:29]4[CH:34]=[CH:33][CH:32]=[C:31](I)[CH:30]=4)[CH2:13]3)=[CH:11][C:5]=2[CH2:4][O:3]1.C(N(CC)CC)C.[CH:44]1([SH:49])[CH2:48][CH2:47][CH2:46][CH2:45]1.O. (4) Given the product [ClH:1].[Cl:18][C:19]1[CH:20]=[C:21]([NH:27][C@H:28]([CH2:37][NH:38][CH2:39][CH:2]=[CH2:3])[CH2:29][C:30]([O:32][CH3:33])=[O:31])[CH:22]=[CH:23][C:24]=1[C:25]#[N:26], predict the reactants needed to synthesize it. The reactants are: [Cl:1][C:2]1C=C(N[C@H]2CC(=O)N(C)C2)C=C[C:3]=1C#N.[Cl:18][C:19]1[CH:20]=[C:21]([NH:27][C@H:28]([CH2:37][NH:38][CH3:39])[CH2:29][C:30]([O:32][C:33](C)(C)C)=[O:31])[CH:22]=[CH:23][C:24]=1[C:25]#[N:26].